Dataset: Full USPTO retrosynthesis dataset with 1.9M reactions from patents (1976-2016). Task: Predict the reactants needed to synthesize the given product. (1) Given the product [Br-:26].[CH:31]1[C:32]2[C:37](=[CH:36][CH:35]=[CH:34][CH:33]=2)[CH:38]=[CH:39][C:30]=1[C:28](=[O:29])[CH2:27][N+:13]12[CH2:14][CH2:15][CH:16]([CH2:17][CH2:18]1)[C@@H:11]([O:10][C:8](=[O:9])[C@@H:7]([C:1]1[CH:2]=[CH:3][CH:4]=[CH:5][CH:6]=1)[NH:19][C:20]1[CH:25]=[CH:24][CH:23]=[CH:22][CH:21]=1)[CH2:12]2, predict the reactants needed to synthesize it. The reactants are: [C:1]1([C@@H:7]([NH:19][C:20]2[CH:25]=[CH:24][CH:23]=[CH:22][CH:21]=2)[C:8]([O:10][C@@H:11]2[CH:16]3[CH2:17][CH2:18][N:13]([CH2:14][CH2:15]3)[CH2:12]2)=[O:9])[CH:6]=[CH:5][CH:4]=[CH:3][CH:2]=1.[Br:26][CH2:27][C:28]([C:30]1[CH:39]=[CH:38][C:37]2[C:32](=[CH:33][CH:34]=[CH:35][CH:36]=2)[CH:31]=1)=[O:29]. (2) Given the product [OH:26][C:23]1[CH:24]=[CH:25][C:20]([S:17]([N:6]2[CH:5]([CH3:29])[C:4]3[C:3]([OH:2])=[CH:16][CH:15]=[CH:14][C:13]=3[C:12]3[CH:11]=[CH:10][CH:9]=[CH:8][C:7]2=3)(=[O:19])=[O:18])=[CH:21][C:22]=1[CH3:28], predict the reactants needed to synthesize it. The reactants are: C[O:2][C:3]1[CH:16]=[CH:15][CH:14]=[C:13]2[C:4]=1[CH:5]([CH3:29])[N:6]([S:17]([C:20]1[CH:25]=[CH:24][C:23]([O:26]C)=[C:22]([CH3:28])[CH:21]=1)(=[O:19])=[O:18])[C:7]1[CH:8]=[CH:9][CH:10]=[CH:11][C:12]=12.B(Cl)(Cl)Cl.ClCCl. (3) Given the product [CH2:1]([C@H:8]([NH:25][S:43]([C:41]1[S:42][C:38]([C:33]2[CH:34]=[CH:35][CH:36]=[CH:37][N:32]=2)=[CH:39][CH:40]=1)(=[O:44])=[O:45])[CH2:9][N:10]1[CH2:11][CH2:12][CH:13]([O:16][C:17]2[CH:22]=[CH:21][C:20]([F:23])=[C:19]([F:24])[CH:18]=2)[CH2:14][CH2:15]1)[C:2]1[CH:3]=[CH:4][CH:5]=[CH:6][CH:7]=1, predict the reactants needed to synthesize it. The reactants are: [CH2:1]([C@H:8]([NH2:25])[CH2:9][N:10]1[CH2:15][CH2:14][CH:13]([O:16][C:17]2[CH:22]=[CH:21][C:20]([F:23])=[C:19]([F:24])[CH:18]=2)[CH2:12][CH2:11]1)[C:2]1[CH:7]=[CH:6][CH:5]=[CH:4][CH:3]=1.C(=O)([O-])[O-].[K+].[K+].[N:32]1[CH:37]=[CH:36][CH:35]=[CH:34][C:33]=1[C:38]1[S:42][C:41]([S:43](Cl)(=[O:45])=[O:44])=[CH:40][CH:39]=1.O. (4) Given the product [N+:1]([C:4]1[CH:5]=[C:6]([C:11]2[O:12][C:13]3[C:19]([F:20])=[CH:18][C:17]([Br:21])=[CH:16][C:14]=3[N:15]=2)[C:7]([NH:25][CH2:22][CH2:23][CH3:24])=[CH:8][CH:9]=1)([O-:3])=[O:2], predict the reactants needed to synthesize it. The reactants are: [N+:1]([C:4]1[CH:5]=[C:6]([C:11]2[O:12][C:13]3[C:19]([F:20])=[CH:18][C:17]([Br:21])=[CH:16][C:14]=3[N:15]=2)[C:7](F)=[CH:8][CH:9]=1)([O-:3])=[O:2].[CH2:22]([NH2:25])[CH2:23][CH3:24].